This data is from Catalyst prediction with 721,799 reactions and 888 catalyst types from USPTO. The task is: Predict which catalyst facilitates the given reaction. (1) Reactant: Cl.[CH2:2]([O:9][C:10]1[CH:16]=[CH:15][C:13]([NH2:14])=[CH:12][CH:11]=1)[C:3]1[CH:8]=[CH:7][CH:6]=[CH:5][CH:4]=1.[F:17][C:18]1[CH:23]=[CH:22][C:21]([NH:24][C:25]([C:27]2([C:30](O)=[O:31])[CH2:29][CH2:28]2)=[O:26])=[CH:20][CH:19]=1.CCN=C=NCCCN(C)C. Product: [F:17][C:18]1[CH:19]=[CH:20][C:21]([NH:24][C:25]([C:27]2([C:30]([NH:14][C:13]3[CH:12]=[CH:11][C:10]([O:9][CH2:2][C:3]4[CH:4]=[CH:5][CH:6]=[CH:7][CH:8]=4)=[CH:16][CH:15]=3)=[O:31])[CH2:29][CH2:28]2)=[O:26])=[CH:22][CH:23]=1. The catalyst class is: 2. (2) The catalyst class is: 282. Reactant: [CH3:1][C:2]1[CH:3]=[CH:4][C:5]([S:9][C:10]2[CH:11]=[CH:12][CH:13]=[CH:14][C:15]=2[N:16]2[CH2:21][CH2:20][NH:19][CH2:18][CH2:17]2)=[C:6]([CH3:8])[CH:7]=1.[OH:22][C:23]1[C:32]2[C:27](=[CH:28][CH:29]=[CH:30][CH:31]=2)[CH:26]=[CH:25][C:24]=1[C:33]([OH:35])=[O:34]. Product: [CH3:1][C:2]1[CH:3]=[CH:4][C:5]([S:9][C:10]2[CH:11]=[CH:12][CH:13]=[CH:14][C:15]=2[N:16]2[CH2:17][CH2:18][NH:19][CH2:20][CH2:21]2)=[C:6]([CH3:8])[CH:7]=1.[OH:22][C:23]1[C:32]2[C:27](=[CH:28][CH:29]=[CH:30][CH:31]=2)[CH:26]=[CH:25][C:24]=1[C:33]([O-:35])=[O:34]. (3) The catalyst class is: 6. Reactant: [Br:1][C:2]1[N:6]([CH3:7])[N:5]=[CH:4][C:3]=1[C:8](=O)[CH2:9][N:10]([CH:16]=O)[NH:11][C:12]([O:14][CH3:15])=[O:13].C([O-])(=O)C.[NH4+].C([NH2:26])=O.C(#N)C. Product: [Br:1][C:2]1[N:6]([CH3:7])[N:5]=[CH:4][C:3]=1[C:8]1[N:26]=[CH:16][N:10]([NH:11][C:12](=[O:13])[O:14][CH3:15])[CH:9]=1. (4) Reactant: Cl.Cl[C:3]1[N:8]=[CH:7][N:6]=[C:5]([N:9]2[C:13](=[O:14])[C:12]([N:15]3[CH:19]=[CH:18][N:17]=[N:16]3)=[CH:11][NH:10]2)[CH:4]=1.Cl.[F:21][C:22]1([F:28])[CH2:27][CH2:26][NH:25][CH2:24][CH2:23]1.C(N(C(C)C)C(C)C)C. Product: [F:21][C:22]1([F:28])[CH2:27][CH2:26][N:25]([C:3]2[N:8]=[CH:7][N:6]=[C:5]([N:9]3[C:13](=[O:14])[C:12]([N:15]4[CH:19]=[CH:18][N:17]=[N:16]4)=[CH:11][NH:10]3)[CH:4]=2)[CH2:24][CH2:23]1. The catalyst class is: 7. (5) Reactant: [F:1][C:2]1[CH:3]=[C:4]([C:9]2[C:10]([CH:22]([N:24]3[C:32](=[O:33])[C:31]4[C:26](=[CH:27][CH:28]=[CH:29][CH:30]=4)[C:25]3=[O:34])[CH3:23])=[N:11][C:12]3[C:17]([C:18]=2SC)=[CH:16][C:15]([F:21])=[CH:14][CH:13]=3)[CH:5]=[C:6]([F:8])[CH:7]=1.O[O:36][S:37]([O-:39])=O.[K+].[CH2:41]1COCC1. Product: [F:1][C:2]1[CH:3]=[C:4]([C:9]2[C:10]([CH:22]([N:24]3[C:25](=[O:34])[C:26]4[C:31](=[CH:30][CH:29]=[CH:28][CH:27]=4)[C:32]3=[O:33])[CH3:23])=[N:11][C:12]3[C:17]([C:18]=2[S:37]([CH3:41])(=[O:39])=[O:36])=[CH:16][C:15]([F:21])=[CH:14][CH:13]=3)[CH:5]=[C:6]([F:8])[CH:7]=1. The catalyst class is: 6. (6) Reactant: [C:1]([O:4][CH2:5][C@H:6]([NH:20]C(OC(C)(C)C)=O)[C:7]1[CH:12]=[CH:11][C:10]([O:13][CH2:14][CH:15]([CH3:19])[CH2:16][CH2:17][CH3:18])=[CH:9][CH:8]=1)(=[O:3])[CH3:2].CCOCC. Product: [C:1]([O:4][CH2:5][C@H:6]([NH2:20])[C:7]1[CH:8]=[CH:9][C:10]([O:13][CH2:14][CH:15]([CH3:19])[CH2:16][CH2:17][CH3:18])=[CH:11][CH:12]=1)(=[O:3])[CH3:2]. The catalyst class is: 33. (7) Reactant: [CH2:1]1[C:9]2[C:4](=[CH:5][CH:6]=[CH:7][CH:8]=2)[CH2:3][N:2]1[C:10]([NH:12][C:13]1[CH:21]=[CH:20][C:16]([C:17]([OH:19])=O)=[CH:15][CH:14]=1)=[O:11].O.ON1C2C=CC=CC=2N=N1.[C:33]1([CH2:39][CH2:40][CH2:41][NH2:42])[CH:38]=[CH:37][CH:36]=[CH:35][CH:34]=1.Cl.CN(C)CCCN=C=NCC. Product: [C:33]1([CH2:39][CH2:40][CH2:41][NH:42][C:17]([C:16]2[CH:20]=[CH:21][C:13]([NH:12][C:10]([N:2]3[CH2:1][C:9]4[C:4](=[CH:5][CH:6]=[CH:7][CH:8]=4)[CH2:3]3)=[O:11])=[CH:14][CH:15]=2)=[O:19])[CH:38]=[CH:37][CH:36]=[CH:35][CH:34]=1. The catalyst class is: 35.